From a dataset of Acute oral toxicity (LD50) regression data from Zhu et al.. Regression/Classification. Given a drug SMILES string, predict its toxicity properties. Task type varies by dataset: regression for continuous values (e.g., LD50, hERG inhibition percentage) or binary classification for toxic/non-toxic outcomes (e.g., AMES mutagenicity, cardiotoxicity, hepatotoxicity). Dataset: ld50_zhu. (1) The compound is CCCC(C)COCCO. The rat oral LD50 is 1.59, given as -log10 of the dose in mol/kg body weight (higher means more acutely toxic). (2) The drug is COc1ccc2c(c1)OC(C)(C)C(c1ccccc1)C2c1ccc(OCCBr)cc1. The rat oral LD50 is 2.97, given as -log10 of the dose in mol/kg body weight (higher means more acutely toxic). (3) The drug is CCCCC[Si](OCC)(OCC)OCC. The rat oral LD50 is 1.07, given as -log10 of the dose in mol/kg body weight (higher means more acutely toxic). (4) The rat oral LD50 is 2.56, given as -log10 of the dose in mol/kg body weight (higher means more acutely toxic). The compound is CCCCN(N=O)C(N)=O. (5) The molecule is CCC=CCCO. The rat oral LD50 is 1.33, given as -log10 of the dose in mol/kg body weight (higher means more acutely toxic). (6) The compound is CNc1ccc(N)c2c1C(=O)c1ccccc1C2=O. The rat oral LD50 is 1.70, given as -log10 of the dose in mol/kg body weight (higher means more acutely toxic). (7) The compound is COP(=S)(OC)SCn1ncccc1=O. The rat oral LD50 is 4.88, given as -log10 of the dose in mol/kg body weight (higher means more acutely toxic). (8) The rat oral LD50 is 2.87, given as -log10 of the dose in mol/kg body weight (higher means more acutely toxic). The molecule is C#CCN(C)C1CCc2ccccc21.